This data is from Forward reaction prediction with 1.9M reactions from USPTO patents (1976-2016). The task is: Predict the product of the given reaction. The product is: [CH:2]1([NH:7][C:8]2[N:13]=[C:12]([C:14]3[C:15]([C:26]4[CH:27]=[CH:28][C:29]([F:32])=[CH:30][CH:31]=4)=[N:16][N:17]4[CH:22]=[C:21]([NH:35][C:38](=[O:47])[O:61][C:57]([CH3:60])([CH3:59])[CH3:58])[CH:20]=[CH:19][C:18]=34)[CH:11]=[CH:10][N:9]=2)[CH2:6][CH2:5][CH2:4][CH2:3]1. Given the reactants Cl.[CH:2]1([NH:7][C:8]2[N:13]=[C:12]([C:14]3[C:15]([C:26]4[CH:31]=[CH:30][C:29]([F:32])=[CH:28][CH:27]=4)=[N:16][N:17]4[CH:22]=[C:21](C(O)=O)[CH:20]=[CH:19][C:18]=34)[CH:11]=[CH:10][N:9]=2)[CH2:6][CH2:5][CH2:4][CH2:3]1.C([N:35]([CH2:38]C)CC)C.C1(P(N=[N+]=[N-])(C2C=CC=CC=2)=[O:47])C=CC=CC=1.[C:57]([OH:61])([CH3:60])([CH3:59])[CH3:58], predict the reaction product.